Dataset: Reaction yield outcomes from USPTO patents with 853,638 reactions. Task: Predict the reaction yield, written as a fraction of the theoretical maximum amount of product (1.0 means a 100% yield; for example, 0.34 means a 34% yield). The reactants are [CH3:1][C:2]1([CH3:14])[C@@H:4]([C:5]2[CH:10]=[CH:9][CH:8]=[CH:7][CH:6]=2)[C@@H:3]1[C:11]([OH:13])=O.[F:15][C:16]([F:24])([F:23])[C:17]1[CH:21]=[C:20]([NH2:22])[NH:19][N:18]=1. No catalyst specified. The product is [CH3:14][C:2]1([CH3:1])[C@@H:4]([C:5]2[CH:6]=[CH:7][CH:8]=[CH:9][CH:10]=2)[C@@H:3]1[C:11]([NH:22][C:20]1[NH:19][N:18]=[C:17]([C:16]([F:24])([F:23])[F:15])[CH:21]=1)=[O:13]. The yield is 0.930.